From a dataset of Full USPTO retrosynthesis dataset with 1.9M reactions from patents (1976-2016). Predict the reactants needed to synthesize the given product. (1) The reactants are: C[C:2]1[CH:3]=[C:4]([OH:10])[C:5]([O:8][CH3:9])=[CH:6][CH:7]=1.[C:11]([C:15]1[CH:20]=[C:19]([C:21]([CH3:24])([CH3:23])[CH3:22])[CH:18]=[CH:17][C:16]=1[OH:25])([CH3:14])([CH3:13])[CH3:12].[CH3:26]OS([O-])(=O)=O.C[N+](CC)(CC)CC. Given the product [OH:10][C:4]1[C:5]([O:8][CH3:9])=[CH:6][C:7]([CH3:26])=[CH:2][C:3]=1[C:17]1[CH:18]=[C:19]([C:21]([CH3:24])([CH3:23])[CH3:22])[CH:20]=[C:15]([C:11]([CH3:14])([CH3:13])[CH3:12])[C:16]=1[OH:25], predict the reactants needed to synthesize it. (2) Given the product [Cl:1][C:2]1[NH:3][C:4]([NH:32][CH:33]2[CH2:38][CH2:37][O:36][CH2:35][CH2:34]2)=[C:5]([F:31])[C:6](=[N:8][NH2:9])[N:7]=1, predict the reactants needed to synthesize it. The reactants are: [Cl:1][C:2]1[N:7]=[C:6]([N:8](C(OC(C)(C)C)=O)[N:9](C(OC(C)(C)C)=O)C(OC(C)(C)C)=O)[C:5]([F:31])=[C:4]([NH:32][CH:33]2[CH2:38][CH2:37][O:36][CH2:35][CH2:34]2)[N:3]=1.Cl. (3) Given the product [F:27][C:17]([F:16])([F:26])[CH:18]([NH:19][C:8]([C:5]1[CH:4]=[C:3]([O:11][CH2:12][CH:13]2[CH2:15][CH2:14]2)[C:2]([Cl:1])=[CH:7][N:6]=1)=[O:10])[C:20]1[CH:25]=[CH:24][CH:23]=[CH:22][N:21]=1, predict the reactants needed to synthesize it. The reactants are: [Cl:1][C:2]1[C:3]([O:11][CH2:12][CH:13]2[CH2:15][CH2:14]2)=[CH:4][C:5]([C:8]([OH:10])=O)=[N:6][CH:7]=1.[F:16][C:17]([F:27])([F:26])[CH:18]([C:20]1[CH:25]=[CH:24][CH:23]=[CH:22][N:21]=1)[NH2:19]. (4) Given the product [F:32][C:28]([F:33])([C:27]([F:35])([F:34])[F:26])[C:29]([O:31][C:4]1([N:7]=[O:8])[CH2:5][CH2:6][O:1][CH2:2][CH2:3]1)=[O:30], predict the reactants needed to synthesize it. The reactants are: [O:1]1[CH2:6][CH2:5][C:4](=[N:7][OH:8])[CH2:3][CH2:2]1.C([O-])(=O)C.C([O-])(=O)C.C([O-])(=O)C.C([O-])(=O)C.[Pb+4].[F:26][C:27]([F:35])([F:34])[C:28]([F:33])([F:32])[C:29]([OH:31])=[O:30]. (5) Given the product [CH3:12][O:11][C:7]1[CH:6]=[C:5]([C:3]2[CH:2]=[C:13]([C:14]3[CH:19]=[CH:18][C:17]([O:20][CH3:21])=[CH:16][CH:15]=3)[O:25][N:24]=2)[CH:10]=[CH:9][CH:8]=1, predict the reactants needed to synthesize it. The reactants are: Br[CH:2]([CH:13](Br)[C:14]1[CH:19]=[CH:18][C:17]([O:20][CH3:21])=[CH:16][CH:15]=1)[C:3]([C:5]1[CH:10]=[CH:9][CH:8]=[C:7]([O:11][CH3:12])[CH:6]=1)=O.Cl.[NH2:24][OH:25].C(O)C. (6) Given the product [F:47][C:2]([F:1])([F:48])[C:3]1[CH:4]=[C:5]([C@H:13]2[O:17][C:16](=[O:18])[N:15]([CH2:19][C:20]3[C:25]([C:26]4[S:30][C:29]([C:31]5[CH:39]=[CH:38][C:34]([C:35]([OH:37])=[O:36])=[CH:33][C:32]=5[CH3:40])=[N:28][C:27]=4[CH3:41])=[CH:24][N:23]=[C:22]([N:49]4[CH2:54][CH2:53][O:52][CH2:51][CH2:50]4)[N:21]=3)[C@H:14]2[CH3:46])[CH:6]=[C:7]([C:9]([F:12])([F:10])[F:11])[CH:8]=1, predict the reactants needed to synthesize it. The reactants are: [F:1][C:2]([F:48])([F:47])[C:3]1[CH:4]=[C:5]([C@H:13]2[O:17][C:16](=[O:18])[N:15]([CH2:19][C:20]3[C:25]([C:26]4[S:30][C:29]([C:31]5[CH:39]=[CH:38][C:34]([C:35]([OH:37])=[O:36])=[CH:33][C:32]=5[CH3:40])=[N:28][C:27]=4[CH3:41])=[CH:24][N:23]=[C:22](S(C)(=O)=O)[N:21]=3)[C@H:14]2[CH3:46])[CH:6]=[C:7]([C:9]([F:12])([F:11])[F:10])[CH:8]=1.[NH:49]1[CH2:54][CH2:53][O:52][CH2:51][CH2:50]1.CCN(C(C)C)C(C)C.